Task: Predict the reactants needed to synthesize the given product.. Dataset: Full USPTO retrosynthesis dataset with 1.9M reactions from patents (1976-2016) (1) Given the product [I-:9].[F:1][CH:2]1[N:6]([CH3:7])[CH2:5][CH2:4][NH+:3]1[CH3:8], predict the reactants needed to synthesize it. The reactants are: [F:1][CH:2]1[N:6]([CH3:7])[CH2:5][CH2:4][N:3]1[CH3:8].[I-:9].[Na+].FC1N(C)CC[NH+]1C.[I-]. (2) Given the product [F:7][C:4]([F:5])([F:6])[C:3]([N:9]([CH2:13][CH2:14][OH:15])[CH2:10][CH2:11][OH:12])=[O:8], predict the reactants needed to synthesize it. The reactants are: CO[C:3](=[O:8])[C:4]([F:7])([F:6])[F:5].[NH:9]([CH2:13][CH2:14][OH:15])[CH2:10][CH2:11][OH:12]. (3) Given the product [CH2:1]([O:3][C:4]([C:6]1[C:7]([NH:16][CH:17]([CH3:19])[CH3:18])=[N:8][C:9]([Cl:12])=[N:10][CH:11]=1)=[O:5])[CH3:2], predict the reactants needed to synthesize it. The reactants are: [CH2:1]([O:3][C:4]([C:6]1[C:7](Cl)=[N:8][C:9]([Cl:12])=[N:10][CH:11]=1)=[O:5])[CH3:2].C([N:16](C(C)C)[CH:17]([CH3:19])[CH3:18])C.C(N)(C)C. (4) Given the product [CH2:1]([N:3]([CH2:29][C:30]1[CH:31]=[CH:32][C:33]([O:36][CH2:39][CH2:40][N:42]2[CH2:47][CH2:46][CH:45]([CH3:48])[CH2:44][CH2:43]2)=[CH:34][CH:35]=1)[C:4]1[CH:9]=[C:8]([O:10][CH3:11])[CH:7]=[CH:6][C:5]=1[C@@H:12]1[CH2:21][CH2:20][C:19]2[CH:18]=[C:17]([OH:22])[CH:16]=[CH:15][C:14]=2[CH2:13]1)[CH3:2], predict the reactants needed to synthesize it. The reactants are: [CH2:1]([N:3]([C:29](=O)[C:30]1[CH:35]=[CH:34][C:33]([OH:36])=[CH:32][CH:31]=1)[C:4]1[CH:9]=[C:8]([O:10][CH3:11])[CH:7]=[CH:6][C:5]=1[C@@H:12]1[CH2:21][CH2:20][C:19]2[CH:18]=[C:17]([O:22]C(=O)C(C)(C)C)[CH:16]=[CH:15][C:14]=2[CH2:13]1)[CH3:2].Cl[CH2:39][C:40]([N:42]1[CH2:47][CH2:46][CH:45]([CH3:48])[CH2:44][CH2:43]1)=O. (5) Given the product [CH:3]([O:30][C:26]1[CH:27]=[C:28]2[C:23](=[CH:24][CH:25]=1)[CH2:22][NH:21][CH:20]([C:18]([OH:17])=[O:19])[CH2:29]2)([CH3:4])[CH3:12], predict the reactants needed to synthesize it. The reactants are: CO[C:3]1[CH:4]=C2C(=C[CH:12]=1)C=NC(C(O)=O)=C2.C[O:17][C:18]([CH:20]1[CH2:29][C:28]2[C:23](=[CH:24][CH:25]=[C:26]([OH:30])[CH:27]=2)[CH2:22][N:21]1C(OC(C)(C)C)=O)=[O:19]. (6) Given the product [Cl:1][CH2:2][CH2:3][O:4][C:5]1[CH:10]=[CH:9][C:8]([C:17]([C:16]2[CH:20]=[CH:21][C:13]([O:12][CH3:11])=[CH:14][CH:15]=2)=[O:18])=[CH:7][CH:6]=1, predict the reactants needed to synthesize it. The reactants are: [Cl:1][CH2:2][CH2:3][O:4][C:5]1[CH:10]=[CH:9][CH:8]=[CH:7][CH:6]=1.[CH3:11][O:12][C:13]1[CH:21]=[CH:20][C:16]([C:17](Cl)=[O:18])=[CH:15][CH:14]=1.[Al+3].[Cl-].[Cl-].[Cl-]. (7) Given the product [NH2:38][C:35](=[O:36])[C@@H:10]([N:11]([C:16]([C:18]1[C:19]([NH:28][CH2:29][C:30]2[O:31][CH:32]=[CH:33][CH:34]=2)=[N:20][C:21]([C:24]([CH3:26])([CH3:27])[CH3:25])=[N:22][CH:23]=1)=[O:17])[CH2:12][CH:13]([CH3:14])[CH3:15])[CH2:9][NH:8][C:6](=[O:7])[O:5][C:1]([CH3:3])([CH3:2])[CH3:4], predict the reactants needed to synthesize it. The reactants are: [C:1]([O:5][C:6]([NH:8][CH2:9][C@@H:10]([C:35](O)=[O:36])[N:11]([C:16]([C:18]1[C:19]([NH:28][CH2:29][C:30]2[O:31][CH:32]=[CH:33][CH:34]=2)=[N:20][C:21]([C:24]([CH3:27])([CH3:26])[CH3:25])=[N:22][CH:23]=1)=[O:17])[CH2:12][CH:13]([CH3:15])[CH3:14])=[O:7])([CH3:4])([CH3:3])[CH3:2].[N:38]1(O)C2C=CC=CC=2N=N1.C(N(CC)CC)C.CCN=C=NCCCN(C)C.Cl.